Dataset: Forward reaction prediction with 1.9M reactions from USPTO patents (1976-2016). Task: Predict the product of the given reaction. (1) Given the reactants [C:1]([C:3]1[CH:8]=[CH:7][C:6]([CH3:9])=[CH:5][CH:4]=1)#[CH:2].[CH2:10]([O:12][C:13](=[O:17])/[CH:14]=[CH:15]\I)[CH3:11], predict the reaction product. The product is: [CH2:10]([O:12][C:13](=[O:17])[CH:14]=[CH:15][C:2]#[C:1][C:3]1[CH:8]=[CH:7][C:6]([CH3:9])=[CH:5][CH:4]=1)[CH3:11]. (2) Given the reactants [O:1]=[C:2]1[C:11]2[C:6](=[CH:7][CH:8]=[CH:9][CH:10]=2)[N:5]=[C:4]([CH2:12][CH2:13][CH2:14][C:15]([OH:17])=O)[NH:3]1.[C:18]1([C:24]2[O:28][C:27]([C@H:29]3[CH2:34][CH2:33][C@H:32]([NH2:35])[CH2:31][CH2:30]3)=[N:26][CH:25]=2)[CH:23]=[CH:22][CH:21]=[CH:20][CH:19]=1, predict the reaction product. The product is: [O:1]=[C:2]1[C:11]2[C:6](=[CH:7][CH:8]=[CH:9][CH:10]=2)[N:5]=[C:4]([CH2:12][CH2:13][CH2:14][C:15]([NH:35][C@H:32]2[CH2:31][CH2:30][C@H:29]([C:27]3[O:28][C:24]([C:18]4[CH:23]=[CH:22][CH:21]=[CH:20][CH:19]=4)=[CH:25][N:26]=3)[CH2:34][CH2:33]2)=[O:17])[NH:3]1. (3) Given the reactants [OH:1][CH2:2][CH2:3][C:4]1[N:5]=[CH:6][C:7]([C:10]([O:12][CH3:13])=[O:11])=[N:8][CH:9]=1.[O:14]1[CH:19]=[CH:18][CH2:17][CH2:16][CH2:15]1.C1(C)C=CC(S([O-])(=O)=O)=CC=1.[NH+]1C=CC=CC=1.O, predict the reaction product. The product is: [O:14]1[CH2:19][CH2:18][CH2:17][CH2:16][CH:15]1[O:1][CH2:2][CH2:3][C:4]1[N:5]=[CH:6][C:7]([C:10]([O:12][CH3:13])=[O:11])=[N:8][CH:9]=1. (4) The product is: [F:1][C:2]1[C:3]([CH:10]2[C:19](=[O:51])[NH:20][C:21]([CH:22]([C:36]3[CH:46]=[C:45]([O:47][CH3:48])[C:39]4[O:40][CH2:41][CH2:42][CH2:43][O:44][C:38]=4[CH:37]=3)[NH:23][C:24]3[CH:25]=[CH:26][C:27]([C:30]4[N:34]=[C:33]([CH3:35])[O:32][N:31]=4)=[CH:28][CH:29]=3)=[N:12]2)=[N:4][CH:5]=[CH:6][CH:7]=1. Given the reactants [F:1][C:2]1[C:3](NN)=[N:4][CH:5]=[CH:6][CH:7]=1.[CH2:10]([N:12](CC)CC)C.CO[C:19](=[O:51])[N:20]=[C:21](SC)[C:22]([C:36]1[CH:46]=[C:45]([O:47][CH3:48])[C:39]2[O:40][CH2:41][CH2:42][CH2:43][O:44][C:38]=2[CH:37]=1)=[N:23][C:24]1[CH:29]=[CH:28][C:27]([C:30]2[N:34]=[C:33]([CH3:35])[O:32][N:31]=2)=[CH:26][CH:25]=1, predict the reaction product. (5) Given the reactants Br[C:2]1[CH:3]=[C:4]2[C:9](=[CH:10][CH:11]=1)[N:8]=[C:7]([NH:12][C:13]1[CH:18]=[CH:17][CH:16]=[CH:15][C:14]=1[S:19]([NH2:22])(=[O:21])=[O:20])[N:6]=[C:5]2[C:23]1[CH:28]=[CH:27][C:26]([CH2:29][CH2:30][CH2:31][CH3:32])=[CH:25][CH:24]=1.[O:33]1[CH:37]=[CH:36][CH:35]=[C:34]1B(O)O.C([O-])([O-])=O.[Na+].[Na+], predict the reaction product. The product is: [CH2:29]([C:26]1[CH:25]=[CH:24][C:23]([C:5]2[C:4]3[C:9](=[CH:10][CH:11]=[C:2]([C:34]4[O:33][CH:37]=[CH:36][CH:35]=4)[CH:3]=3)[N:8]=[C:7]([NH:12][C:13]3[CH:18]=[CH:17][CH:16]=[CH:15][C:14]=3[S:19]([NH2:22])(=[O:21])=[O:20])[N:6]=2)=[CH:28][CH:27]=1)[CH2:30][CH2:31][CH3:32]. (6) Given the reactants [CH2:1]([NH:7][C:8]([CH2:13][OH:14])([CH2:11][OH:12])CO)[CH2:2]S(O)(=O)=O.N1CCC[C@H]1C(O)=[O:18].O=C(CCC(O)=O)C(O)=O.O=C1O[C@H]([C@H](CO)O)C(O)=C1O, predict the reaction product. The product is: [OH:14][C@@H:13]1[CH2:2][CH2:1][NH:7][C@@H:8]1[C:11]([OH:12])=[O:18]. (7) Given the reactants [C:1]([O:5][C:6]([N:8]1[CH2:13][CH2:12][CH:11]([C:14]2[C:23]3[C:18](=[CH:19][C:20](F)=[CH:21][CH:22]=3)[N:17]=[CH:16][N:15]=2)[CH2:10][CH2:9]1)=[O:7])([CH3:4])([CH3:3])[CH3:2].C(O[K])(C)(C)C.[OH:31][CH2:32][CH2:33][CH2:34][N:35]1[CH2:39][CH2:38][CH2:37][C:36]1=[O:40], predict the reaction product. The product is: [C:1]([O:5][C:6]([N:8]1[CH2:13][CH2:12][CH:11]([C:14]2[C:23]3[C:18](=[CH:19][C:20]([O:31][CH2:32][CH2:33][CH2:34][N:35]4[CH2:39][CH2:38][CH2:37][C:36]4=[O:40])=[CH:21][CH:22]=3)[N:17]=[CH:16][N:15]=2)[CH2:10][CH2:9]1)=[O:7])([CH3:4])([CH3:3])[CH3:2]. (8) Given the reactants [Cl:1][C:2]1[CH:7]=[CH:6][C:5]([C:8]2[C:12]([CH2:13]O)=[C:11]([CH3:15])[O:10][N:9]=2)=[CH:4][CH:3]=1.S(Cl)([Cl:18])=O, predict the reaction product. The product is: [Cl:18][CH2:13][C:12]1[C:8]([C:5]2[CH:6]=[CH:7][C:2]([Cl:1])=[CH:3][CH:4]=2)=[N:9][O:10][C:11]=1[CH3:15]. (9) Given the reactants [CH3:1][O:2][C:3](=[O:29])[C@@H:4]([NH:14][C:15]([C:17]1[CH:21]=[C:20]([OH:22])[N:19]([C:23]2[CH:28]=[CH:27][CH:26]=[CH:25][CH:24]=2)[N:18]=1)=[O:16])[CH2:5][CH2:6][C:7]([O:9][C:10]([CH3:13])([CH3:12])[CH3:11])=[O:8].CC(C)([O-])C.[K+].Br[CH2:37][C:38](=[O:43])[C:39]([CH3:42])([CH3:41])[CH3:40], predict the reaction product. The product is: [CH3:1][O:2][C:3](=[O:29])[C@@H:4]([NH:14][C:15]([C:17]1[CH:21]=[C:20]([O:22][CH2:37][C:38](=[O:43])[C:39]([CH3:42])([CH3:41])[CH3:40])[N:19]([C:23]2[CH:24]=[CH:25][CH:26]=[CH:27][CH:28]=2)[N:18]=1)=[O:16])[CH2:5][CH2:6][C:7]([O:9][C:10]([CH3:13])([CH3:12])[CH3:11])=[O:8]. (10) Given the reactants C[Si]([C:5]#[C:6][C:7]1[CH:8]=[N:9][CH:10]=[CH:11][CH:12]=1)(C)C.Cl[C:14]1[N:15]=[N:16][C:17]([CH3:20])=[CH:18][CH:19]=1.[I-].C(N(CC)CC)C, predict the reaction product. The product is: [CH3:20][C:17]1[N:16]=[N:15][C:14]([C:5]#[C:6][C:7]2[CH:8]=[N:9][CH:10]=[CH:11][CH:12]=2)=[CH:19][CH:18]=1.